From a dataset of Blood-brain barrier permeability classification from the B3DB database. Regression/Classification. Given a drug SMILES string, predict its absorption, distribution, metabolism, or excretion properties. Task type varies by dataset: regression for continuous measurements (e.g., permeability, clearance, half-life) or binary classification for categorical outcomes (e.g., BBB penetration, CYP inhibition). Dataset: b3db_classification. (1) The drug is Cc1nnc(SCC2=C(C(=O)O)N3C(=O)C(NC(=O)Cn4cc(Cl)c(=O)c(Cl)c4)[C@@H]3SC2)s1. The result is 0 (does not penetrate BBB). (2) The drug is O=C(O)c1ccc(NC(=O)C(Cc2ccc(O)cc2)NC(=O)c2ccccc2)cc1. The result is 0 (does not penetrate BBB). (3) The compound is CCS(=O)(=O)[C@@H]1[C@@H](CN)[C@@H]1c1ccc2c(c1)OCO2. The result is 0 (does not penetrate BBB).